Dataset: Peptide-MHC class I binding affinity with 185,985 pairs from IEDB/IMGT. Task: Regression. Given a peptide amino acid sequence and an MHC pseudo amino acid sequence, predict their binding affinity value. This is MHC class I binding data. (1) The peptide sequence is DHLKEKSSL. The MHC is HLA-B48:01 with pseudo-sequence YYSEYREISTNTYESNLYLSYNYYSLAVLAYEWY. The binding affinity (normalized) is 0.0847. (2) The peptide sequence is MSLYMAISPK. The MHC is Mamu-B8301 with pseudo-sequence Mamu-B8301. The binding affinity (normalized) is 0.787. (3) The peptide sequence is NLFDIPLLTV. The MHC is HLA-B07:02 with pseudo-sequence HLA-B07:02. The binding affinity (normalized) is 0.0993. (4) The peptide sequence is DMIHNVIDDV. The MHC is HLA-A02:01 with pseudo-sequence HLA-A02:01. The binding affinity (normalized) is 0.0857. (5) The peptide sequence is YQAENSTAE. The binding affinity (normalized) is 0.0847. The MHC is HLA-A24:03 with pseudo-sequence HLA-A24:03. (6) The peptide sequence is PSEKRIGAY. The MHC is HLA-A01:01 with pseudo-sequence HLA-A01:01. The binding affinity (normalized) is 0.686.